Predict the reaction yield, written as a fraction of the theoretical maximum amount of product (1.0 means a 100% yield; for example, 0.34 means a 34% yield). From a dataset of Reaction yield outcomes from USPTO patents with 853,638 reactions. (1) The reactants are [CH3:1][O:2][C:3]1[CH:10]=[CH:9][C:8]([O:11][C:12]([F:15])([F:14])[F:13])=[CH:7][C:4]=1[CH:5]=[O:6].O1CCCC1.[BH4-].[Na+].CO. The catalyst is O.C(OCC)(=O)C. The product is [CH3:1][O:2][C:3]1[CH:10]=[CH:9][C:8]([O:11][C:12]([F:13])([F:14])[F:15])=[CH:7][C:4]=1[CH2:5][OH:6]. The yield is 0.850. (2) The reactants are [O:1]=[C:2]1[CH2:7][CH2:6][CH:5]([C:8]([O:10][CH2:11][CH3:12])=[O:9])[CH2:4][CH2:3]1.[CH2:13](O)[CH2:14][OH:15].C1(C)C=CC=CC=1. The catalyst is CCOCC. The product is [O:15]1[C:2]2([CH2:7][CH2:6][CH:5]([C:8]([O:10][CH2:11][CH3:12])=[O:9])[CH2:4][CH2:3]2)[O:1][CH2:13][CH2:14]1. The yield is 0.990. (3) The reactants are I[C:2]1[CH:7]=[CH:6][CH:5]=[CH:4][C:3]=1[CH2:8][C:9]([NH2:11])=[O:10].[CH2:12](N(CC)CC)[CH3:13].[Si](C#C)(C)(C)C.CCCC[N+](CCCC)(CCCC)CCCC.[F-]. The catalyst is C1COCC1.CN(C=O)C.CCOC(C)=O.C1C=CC([P]([Pd]([P](C2C=CC=CC=2)(C2C=CC=CC=2)C2C=CC=CC=2)([P](C2C=CC=CC=2)(C2C=CC=CC=2)C2C=CC=CC=2)[P](C2C=CC=CC=2)(C2C=CC=CC=2)C2C=CC=CC=2)(C2C=CC=CC=2)C2C=CC=CC=2)=CC=1.CO.O. The yield is 0.220. The product is [C:12]([C:2]1[CH:7]=[CH:6][CH:5]=[CH:4][C:3]=1[CH2:8][C:9]([NH2:11])=[O:10])#[CH:13]. (4) The reactants are Br.[CH2:2]([C:4]1[N:5]=[C:6]([C@@H:9]([NH2:20])[CH2:10][C:11]2[CH:16]=[CH:15][C:14]([N+:17]([O-:19])=[O:18])=[CH:13][CH:12]=2)[S:7][CH:8]=1)[CH3:3].[C:21]1([C:27]([C:32]2[CH:37]=[CH:36][CH:35]=[CH:34][CH:33]=2)(C)[C:28]([OH:30])=O)[CH:26]=[CH:25][CH:24]=[CH:23][CH:22]=1.ON1C2C=CC=C[C:42]=2N=N1.CN(C)CCCN=C=NCC.C(N(CC)CC)C. The catalyst is CN(C=O)C.O. The product is [CH2:2]([C:4]1[N:5]=[C:6]([CH:9]([NH:20][C:28](=[O:30])[C@H:27]([C:32]2[CH:33]=[CH:34][CH:35]=[CH:36][CH:37]=2)[CH2:21][C:26]2[CH:42]=[CH:22][CH:23]=[CH:24][CH:25]=2)[CH2:10][C:11]2[CH:16]=[CH:15][C:14]([N+:17]([O-:19])=[O:18])=[CH:13][CH:12]=2)[S:7][CH:8]=1)[CH3:3]. The yield is 0.700.